From a dataset of Experimentally validated miRNA-target interactions with 360,000+ pairs, plus equal number of negative samples. Binary Classification. Given a miRNA mature sequence and a target amino acid sequence, predict their likelihood of interaction. (1) The miRNA is hsa-miR-4750-3p with sequence CCUGACCCACCCCCUCCCGCAG. The protein sequence of the target gene is MAFSQVQCLDDNHVNWRSSESKPEFFYSEEQRLALEALVARGRDAFYEVLKRENIRDFLSELELKRILETIEVYDPGSEDPRGTGPSQGPEDNGVGDGEEASGADGVPIEAEPLPSLEYWPQKSDRSIPQLDLGWPDTIAYRGVTRASVYMQPPIDGQAHIKEVVRKMISQAQKVIAVVMDMFTDVDIFKDLLDAGFKRKVAVYIIVDESNVKYFLHMCERACMHLGHLKNLRVRSSGGTEFFTRSATKFKGALAQKFMFVDGDRAVCGSYSFTWSAARTDRNVISVLSGQVVEMFDRQF.... Result: 1 (interaction). (2) The miRNA is mmu-miR-7116-3p with sequence UUUUUUUCCUUUGCCUUCUCAG. The protein sequence of the target gene is MQRAAALVRRGCGPRTPSSWGRSQSSAAAEASAVLKVRPERSRRERILTLESMNPQVKAVEYAVRGPIVLKAGEIELELQRGIKKPFTEVIRANIGDAQAMGQQPITFLRQVMALCTYPNLLDSPSFPEDAKKRARRILQACGGNSLGSYSASQGVNCIREDVAAYITRRDGGVPADPDNIYLTTGASDGISTILKILVSGGGKSRTGVMIPIPQYPLYSAVISELDAIQVNYYLDEENCWALNVNELRRAVQEAKDHCDPKVLCIINPGNPTGQVQSRKCIEDVIHFAWEEKLFLLADE.... Result: 0 (no interaction). (3) The miRNA is hsa-miR-6889-5p with sequence UCGGGGAGUCUGGGGUCCGGAAU. The protein sequence of the target gene is MATGGGAEEERKRGRPQLLPPARPAARGEEADGGREKMGWAQVVKNLAEKKGEFREPRPPRREEESGGGGGSAGLGGPAGLAAPDLGDFPPAGRGDPKGRRRDPAGEAVDPRKKKGAAEAGRRKKAEAAAAAMATPARPGEAEDAAERPLQDEPAAAAGPGKGRFLVRICFQGDEGACPTRDFVVGALILRSIGMDPSDIYAVIQIPGSREFDVSFRSAEKLALFLRVYEEKREQEDCWENFVVLGRSKSSLKTLFILFRNETVDVEDIVTWLKRHCDVLAVPVKVTDRFGIWTGEYKCE.... Result: 1 (interaction). (4) The miRNA is mmu-miR-362-3p with sequence AACACACCUGUUCAAGGAUUCA. The protein sequence of the target gene is MATLIFVDKDNEEPGRRLASKDGLKLGTGVKALDGKLQVSTPRVGKVFNAPAVPKASRKALGTVNRVAEKPMKTGKPLQPKQPTLTGKKITEKSTKTQSSVPAPDDAYPEIEKFFPFNPLDFESFDLPEEHQISLLPLNGVPLMTLNEERGLEKLLHLGPPSPLKTPFLSWESDPLYSPPSALSTLDVELPPVCYDADI. Result: 1 (interaction). (5) The miRNA is hsa-miR-19b-3p with sequence UGUGCAAAUCCAUGCAAAACUGA. The protein sequence of the target gene is MEKRLQEAQLYKEEGNQRYREGKYRDAVSRYHRALLQLRGLDPSLPSPLPNLGPQGPALTPEQENILHTTQTDCYNNLAACLLQMEPVNYERVREYSQKVLERQPDNAKALYRAGVAFFHLQDYDQARHYLLAAVNRQPKDANVRRYLQLTQSELSSYHRKEKQLYLGMFG. Result: 1 (interaction). (6) The protein sequence of the target gene is MTSTFNPRECKLSKQEGQNYGFFLRIEKDTEGHLVRVVEKCSPAEKAGLQDGDRVLRINGVFVDKEEHMQVVDLVRKSGNSVTLLVLDGDSYEKAVKTRVDLKELGQSQKEQGLSDNILSPVMNGGVQTWTQPRLCYLVKEGGSYGFSLKTVQGKKGVYMTDITPQGVAMRAGVLADDHLIEVNGENVEDASHEEVVEKVKKSGSRVMFLLVDKETDKRHVEQKIQFKRETASLKLLPHQPRIVEMKKGSNGYGFYLRAGSEQKGQIIKDIDSGSPAEEAGLKNNDLVVAVNGESVETLD.... The miRNA is gga-miR-2131-5p with sequence AUGCAGAAGUGCACGGAAACAGCU. Result: 0 (no interaction). (7) The miRNA is mmu-miR-3077-3p with sequence CUGACUCCCUGCUUCUCCGCAG. The protein sequence of the target gene is MSVDPLSSKALKIKRELSENTPHLSDEALMGLSVRELNRHLRGLSAEEVTRLKQRRRTLKNRGYAASCRVKRVCQKEELQKQKSELEREVDKLARENAAMRLELDALRGKCEALQGFARSVAAARGPATLVAPASVITIVKSTPGSGSGPAHGPDPAHGPASCS. Result: 0 (no interaction). (8) The miRNA is mmu-miR-1195 with sequence UGAGUUCGAGGCCAGCCUGCUCA. The protein sequence of the target gene is MTMESGADNQQSGDAAVTEAENQQMTVQAQPQIATLAQVSMPAAHATSSAPTVTLVQLPNGQTVQVHGVIQAAQPSVIQSPQVQTVQISTIAESEDSQESVDSVTDSQKRREILSRRPSYRKILNDLSSDAPGVPRIEEEKSEEETSAPAITTVTVPTPIYQTSSGQYIAITQGGAIQLANNGTDGVQGLQTLTMTNAAATQPGTTILQYAQTTDGQQILVPSNQVVVQAASGDVQTYQIRTAPTSTIAPGVVMASSPALPTQPAEEAARKREVRLMKNREAARECRRKKKEYVKCLENR.... Result: 1 (interaction).